Dataset: Forward reaction prediction with 1.9M reactions from USPTO patents (1976-2016). Task: Predict the product of the given reaction. (1) Given the reactants [O:1]=[C:2]1[CH2:7][CH2:6][N:5]([C:8]([O:10][C:11]([CH3:14])([CH3:13])[CH3:12])=[O:9])[CH2:4][CH2:3]1.[Br:15]C1(Br)C(=O)NC(=O)NC1=O, predict the reaction product. The product is: [Br:15][CH:7]1[C:2](=[O:1])[CH2:3][CH2:4][N:5]([C:8]([O:10][C:11]([CH3:14])([CH3:13])[CH3:12])=[O:9])[CH2:6]1. (2) The product is: [ClH:48].[CH2:19]([C:16]1[CH:15]=[CH:14][C:13]([C:12]([NH:11][NH:10][C:9](=[NH:8])[NH2:32])=[O:31])=[CH:18][CH:17]=1)[CH2:20][CH2:21][CH2:22][CH2:23][CH2:24][CH2:25][CH2:26][CH2:27][CH2:28][CH2:29][CH3:30]. Given the reactants C(OC([N:8]=[C:9]([NH:32]C(=O)OC(C)(C)C)[NH:10][NH:11][C:12](=[O:31])[C:13]1[CH:18]=[CH:17][C:16]([CH2:19][CH2:20][CH2:21][CH2:22][CH2:23][CH2:24][CH2:25][CH2:26][CH2:27][CH2:28][CH2:29][CH3:30])=[CH:15][CH:14]=1)=O)(C)(C)C.C(O)(C(F)(F)F)=O.C(Cl)[Cl:48], predict the reaction product. (3) The product is: [NH2:33][C:2]1[C:7]2[C:8](=[O:32])[N:9]([C:13]3[CH:14]=[C:15]4[C:19](=[C:20]([CH:22]5[CH2:24][CH2:23]5)[CH:21]=3)[N:18]([C:25]3[CH:26]=[N:27][C:28]([CH3:31])=[CH:29][CH:30]=3)[CH:17]=[CH:16]4)[CH2:10][CH2:11][O:12][C:6]=2[N:5]=[CH:4][N:3]=1. Given the reactants Cl[C:2]1[C:7]2[C:8](=[O:32])[N:9]([C:13]3[CH:14]=[C:15]4[C:19](=[C:20]([CH:22]5[CH2:24][CH2:23]5)[CH:21]=3)[N:18]([C:25]3[CH:26]=[N:27][C:28]([CH3:31])=[CH:29][CH:30]=3)[CH:17]=[CH:16]4)[CH2:10][CH2:11][O:12][C:6]=2[N:5]=[CH:4][N:3]=1.[NH3:33], predict the reaction product. (4) Given the reactants [N:1]([CH2:4][C:5]1[CH:10]=[CH:9][C:8]([F:11])=[CH:7][C:6]=1[S:12]([NH:15][CH3:16])(=[O:14])=[O:13])=[N+]=[N-].[ClH:17], predict the reaction product. The product is: [ClH:17].[NH2:1][CH2:4][C:5]1[CH:10]=[CH:9][C:8]([F:11])=[CH:7][C:6]=1[S:12]([NH:15][CH3:16])(=[O:13])=[O:14]. (5) Given the reactants [CH2:1]1[C:15](=O)[C:14]2[C:5](=[C:6]([OH:18])[C:7]3[C:12]([C:13]=2[OH:17])=[CH:11][CH:10]=[CH:9][CH:8]=3)[C:3](=[O:4])[CH2:2]1.[CH2:19]([CH:21]([CH2:24][CH2:25][CH2:26][CH3:27])[CH2:22][NH2:23])[CH3:20], predict the reaction product. The product is: [CH2:6]([CH:5]([CH2:3][CH2:2][CH2:1][CH3:15])[CH2:14][C:2]1[CH:1]=[C:15]([NH:23][CH2:22][CH:21]([CH2:19][CH3:20])[CH2:24][CH2:25][CH2:26][CH3:27])[C:14]2[C:13](=[O:17])[C:12]3[C:7](=[CH:8][CH:9]=[CH:10][CH:11]=3)[C:6](=[O:18])[C:5]=2[C:3]=1[OH:4])[CH3:7]. (6) Given the reactants Cl[C:2]1[N:7]=[C:6]([C:8]2[CH:13]=[CH:12][CH:11]=[CH:10][C:9]=2[OH:14])[CH:5]=[N:4][CH:3]=1.O.NN.N1C=CN=CC=1[NH:24][NH2:25].C(N(CC)CC)C.C(O[CH:36]=[C:37]([C:43](=O)[C:44]([F:47])([F:46])[F:45])[C:38]([O:40][CH2:41][CH3:42])=[O:39])C, predict the reaction product. The product is: [OH:14][C:9]1[CH:10]=[CH:11][CH:12]=[CH:13][C:8]=1[C:6]1[N:7]=[C:2]([N:24]2[C:43]([C:44]([F:47])([F:46])[F:45])=[C:37]([C:38]([O:40][CH2:41][CH3:42])=[O:39])[CH:36]=[N:25]2)[CH:3]=[N:4][CH:5]=1.